This data is from Forward reaction prediction with 1.9M reactions from USPTO patents (1976-2016). The task is: Predict the product of the given reaction. (1) Given the reactants [F:1][C:2]1[CH:9]=[CH:8][C:7]([CH2:10][OH:11])=[CH:6][C:3]=1[C:4]#[N:5].C(OC([N:19]1[C:27]2[N:22]([C:23](=[O:29])[N:24]=[C:25](Cl)[CH:26]=2)[CH2:21][C@@H:20]1[CH3:30])=O)(C)(C)C, predict the reaction product. The product is: [F:1][C:2]1[CH:9]=[CH:8][C:7]([CH2:10][O:11][C:25]2[CH:26]=[C:27]3[NH:19][C@@H:20]([CH3:30])[CH2:21][N:22]3[C:23](=[O:29])[N:24]=2)=[CH:6][C:3]=1[C:4]#[N:5]. (2) Given the reactants [CH2:1]([Mg]Cl)[C:2]1[CH:7]=[CH:6][CH:5]=[CH:4][CH:3]=1.[C:10]1(=[O:16])[CH2:15][CH2:14][CH2:13][CH:12]=[CH:11]1.[NH4+].[Cl-], predict the reaction product. The product is: [CH2:1]([CH:12]1[CH2:13][CH2:14][CH2:15][C:10](=[O:16])[CH2:11]1)[C:2]1[CH:7]=[CH:6][CH:5]=[CH:4][CH:3]=1. (3) Given the reactants [N:1]1([C:6]2[CH:13]=[CH:12]C(C#N)=[CH:8][CH:7]=2)[CH:5]=[CH:4][CH:3]=[N:2]1.[CH2:14]([OH:16])[CH3:15].[OH-:17].[Na+], predict the reaction product. The product is: [N:1]1([C:6]2[CH:13]=[CH:12][C:15]([C:14]([OH:17])=[O:16])=[CH:8][CH:7]=2)[CH:5]=[CH:4][CH:3]=[N:2]1. (4) Given the reactants [OH:1][C:2]1([CH2:8][C:9]2[CH:14]=[CH:13][CH:12]=[CH:11][CH:10]=2)[CH2:7][CH2:6][NH:5][CH2:4][CH2:3]1.[Cl:15][C:16]1[CH:21]=[C:20]([Cl:22])[CH:19]=[CH:18][C:17]=1[CH2:23][N:24]=[C:25]=[O:26], predict the reaction product. The product is: [Cl:15][C:16]1[CH:21]=[C:20]([Cl:22])[CH:19]=[CH:18][C:17]=1[CH2:23][NH:24][C:25]([N:5]1[CH2:6][CH2:7][C:2]([CH2:8][C:9]2[CH:14]=[CH:13][CH:12]=[CH:11][CH:10]=2)([OH:1])[CH2:3][CH2:4]1)=[O:26]. (5) The product is: [ClH:1].[ClH:1].[C:2]1([C:8]2[N:9]=[C:10]3[N:19]4[C:14]([CH2:15][N:16]([CH2:20][CH2:21][CH2:22][CH2:23][CH2:24][NH:25][S:26]([C:29]([F:30])([F:31])[F:32])(=[O:28])=[O:27])[CH2:17][C:18]=24)=[CH:13][CH:12]=[CH:11]3)[CH:7]=[CH:6][CH:5]=[CH:4][CH:3]=1. Given the reactants [ClH:1].[C:2]1([C:8]2[N:9]=[C:10]3[N:19]4[C:14]([CH2:15][N:16]([CH2:20][CH2:21][CH2:22][CH2:23][CH2:24][NH:25][S:26]([C:29]([F:32])([F:31])[F:30])(=[O:28])=[O:27])[CH2:17][C:18]=24)=[CH:13][CH:12]=[CH:11]3)[CH:7]=[CH:6][CH:5]=[CH:4][CH:3]=1, predict the reaction product. (6) Given the reactants [CH2:1]([C:3]([C:21]1[CH:26]=[CH:25][C:24]([OH:27])=[C:23]([CH3:28])[CH:22]=1)([C:6]1[CH:11]=[CH:10][C:9]([CH2:12][CH2:13][CH:14]([OH:19])[C:15]([CH3:18])([CH3:17])[CH3:16])=[C:8]([CH3:20])[CH:7]=1)[CH2:4][CH3:5])[CH3:2].Br[CH2:30][CH2:31][CH2:32][CH2:33][N:34]1[C:38](=[O:39])[C:37]2=[CH:40][CH:41]=[CH:42][CH:43]=[C:36]2[C:35]1=[O:44], predict the reaction product. The product is: [CH2:1]([C:3]([C:21]1[CH:26]=[CH:25][C:24]([O:27][CH2:30][CH2:31][CH2:32][CH2:33][N:34]2[C:38](=[O:39])[C:37]3[C:36](=[CH:43][CH:42]=[CH:41][CH:40]=3)[C:35]2=[O:44])=[C:23]([CH3:28])[CH:22]=1)([C:6]1[CH:11]=[CH:10][C:9]([CH2:12][CH2:13][CH:14]([OH:19])[C:15]([CH3:17])([CH3:18])[CH3:16])=[C:8]([CH3:20])[CH:7]=1)[CH2:4][CH3:5])[CH3:2]. (7) Given the reactants [Si]([O:8][CH2:9][C@@H:10]1[CH2:14][C:13]([CH3:15])=[CH:12][N:11]1[C:16]([C:18]1[CH:23]=[C:22]([O:24][CH3:25])[C:21]([O:26][Si:27]([CH:34]([CH3:36])[CH3:35])([CH:31]([CH3:33])[CH3:32])[CH:28]([CH3:30])[CH3:29])=[CH:20][C:19]=1[NH:37][C:38](=[O:44])[O:39][C:40]([CH3:43])([CH3:42])[CH3:41])=[O:17])(C(C)(C)C)(C)C, predict the reaction product. The product is: [OH:8][CH2:9][C@@H:10]1[CH2:14][C:13]([CH3:15])=[CH:12][N:11]1[C:16]([C:18]1[CH:23]=[C:22]([O:24][CH3:25])[C:21]([O:26][Si:27]([CH:31]([CH3:32])[CH3:33])([CH:34]([CH3:35])[CH3:36])[CH:28]([CH3:29])[CH3:30])=[CH:20][C:19]=1[NH:37][C:38](=[O:44])[O:39][C:40]([CH3:43])([CH3:42])[CH3:41])=[O:17]. (8) Given the reactants Cl.[O:2]1[C:6]2[CH:7]=[CH:8][C:9]([N:11]([CH3:31])[C:12](=[O:30])[C@H:13]([NH:22][C:23](=[O:29])OC(C)(C)C)[CH2:14][CH2:15][C:16]3[CH:21]=[CH:20][CH:19]=[CH:18][CH:17]=3)=[CH:10][C:5]=2[O:4][CH2:3]1.CCN(C(C)C)C(C)C.[CH3:41][C:42]1[CH:47]=[CH:46][CH:45]=[CH:44][C:43]=1[S:48]([N:51]=C=O)(=[O:50])=[O:49], predict the reaction product. The product is: [O:2]1[C:6]2[CH:7]=[CH:8][C:9]([N:11]([CH3:31])[C:12](=[O:30])[C@H:13]([NH:22][C:23]([NH:51][S:48]([C:43]3[CH:44]=[CH:45][CH:46]=[CH:47][C:42]=3[CH3:41])(=[O:49])=[O:50])=[O:29])[CH2:14][CH2:15][C:16]3[CH:21]=[CH:20][CH:19]=[CH:18][CH:17]=3)=[CH:10][C:5]=2[O:4][CH2:3]1.